Dataset: Peptide-MHC class I binding affinity with 185,985 pairs from IEDB/IMGT. Task: Regression. Given a peptide amino acid sequence and an MHC pseudo amino acid sequence, predict their binding affinity value. This is MHC class I binding data. (1) The peptide sequence is YPMSIPATLF. The MHC is HLA-A23:01 with pseudo-sequence HLA-A23:01. The binding affinity (normalized) is 0.439. (2) The peptide sequence is MMMGMFNML. The MHC is HLA-A03:01 with pseudo-sequence HLA-A03:01. The binding affinity (normalized) is 0.0847. (3) The MHC is HLA-B27:05 with pseudo-sequence HLA-B27:05. The binding affinity (normalized) is 0.0847. The peptide sequence is SSSGMDAYY. (4) The peptide sequence is HNTSDLYGLI. The MHC is Mamu-B17 with pseudo-sequence Mamu-B17. The binding affinity (normalized) is 0.208.